From a dataset of Catalyst prediction with 721,799 reactions and 888 catalyst types from USPTO. Predict which catalyst facilitates the given reaction. (1) Reactant: O[CH:2]=[C:3]1[C:11]2[C:6](=[CH:7][C:8]([C:12]([C:14]3[CH:15]=[C:16]([NH:20][C:21]([C:23]4[S:24][C:25]([C:28](=[O:30])[CH3:29])=[CH:26][CH:27]=4)=[O:22])[CH:17]=[CH:18][CH:19]=3)=[O:13])=[CH:9][CH:10]=2)[NH:5][C:4]1=[O:31].[NH2:32][C:33]1[CH:34]=[C:35]([OH:39])[CH:36]=[CH:37][CH:38]=1. Product: [OH:39][C:35]1[CH:34]=[C:33]([NH:32][CH:2]=[C:3]2[C:11]3[C:6](=[CH:7][C:8]([C:12]([C:14]4[CH:15]=[C:16]([NH:20][C:21]([C:23]5[S:24][C:25]([C:28](=[O:30])[CH3:29])=[CH:26][CH:27]=5)=[O:22])[CH:17]=[CH:18][CH:19]=4)=[O:13])=[CH:9][CH:10]=3)[NH:5][C:4]2=[O:31])[CH:38]=[CH:37][CH:36]=1. The catalyst class is: 1. (2) Reactant: [N:1]1[N:5]2[C:6]3[CH2:13][CH2:12][N:11]([C:14]4[CH:15]=[C:16]([CH:18]=[CH:19][CH:20]=4)[NH2:17])[CH2:10][C:7]=3[CH:8]=[N:9][C:4]2=[CH:3][CH:2]=1.C(N(CC)C(C)C)(C)C.[C:30](Cl)(=[O:37])[C:31]1[CH:36]=[CH:35][CH:34]=[CH:33][CH:32]=1. Product: [N:1]1[N:5]2[C:6]3[CH2:13][CH2:12][N:11]([C:14]4[CH:15]=[C:16]([NH:17][C:30](=[O:37])[C:31]5[CH:36]=[CH:35][CH:34]=[CH:33][CH:32]=5)[CH:18]=[CH:19][CH:20]=4)[CH2:10][C:7]=3[CH:8]=[N:9][C:4]2=[CH:3][CH:2]=1. The catalyst class is: 4.